This data is from Reaction yield outcomes from USPTO patents with 853,638 reactions. The task is: Predict the reaction yield, written as a fraction of the theoretical maximum amount of product (1.0 means a 100% yield; for example, 0.34 means a 34% yield). (1) The product is [CH2:1]([N:6]1[C:14]2[C:9](=[CH:10][CH:11]=[CH:12][CH:13]=2)[C:8]2([C:18]3[CH:19]=[N+:20]([O-:29])[CH:21]=[CH:22][C:17]=3[O:16][CH2:15]2)[C:7]1=[O:23])[CH2:2][CH2:3][CH2:4][CH3:5]. The yield is 0.850. The reactants are [CH2:1]([N:6]1[C:14]2[C:9](=[CH:10][CH:11]=[CH:12][CH:13]=2)[C:8]2([C:18]3[CH:19]=[N:20][CH:21]=[CH:22][C:17]=3[O:16][CH2:15]2)[C:7]1=[O:23])[CH2:2][CH2:3][CH2:4][CH3:5].ClC1C=C(C=CC=1)C(OO)=[O:29].C(=O)(O)[O-].[Na+]. The catalyst is ClCCl. (2) The reactants are CC([CH:5]1[C:13]2[C:12](=[O:14])[N:11]([CH2:15][CH2:16][C:17]3[CH:22]=[CH:21][CH:20]=[CH:19][CH:18]=3)[C:10]([C:23]3[CH:28]=[CH:27][CH:26]=[CH:25][C:24]=3[O:29]C(OCC3C=CC=CC=3)=O)=[N:9][C:8]=2[CH2:7][N:6]1[C:40]([O-:42])=[O:41])(C)C. The catalyst is CCO.[Pd]. The product is [OH:29][C:24]1[CH:25]=[CH:26][CH:27]=[CH:28][C:23]=1[C:10]1[N:11]([CH2:15][CH2:16][C:17]2[CH:18]=[CH:19][CH:20]=[CH:21][CH:22]=2)[C:12](=[O:14])[C:13]2[CH2:5][N:6]([C:40]([O:42][C:13]([CH3:5])([CH3:12])[CH3:8])=[O:41])[CH2:7][C:8]=2[N:9]=1. The yield is 0.760. (3) The reactants are P(Cl)(Cl)(Cl)=O.[F:6][C:7]1[CH:12]=[CH:11][C:10]([C:13]2[CH:25]=[C:16]3[CH:17]=[CH:18][C:19]([C:21]([F:24])([F:23])[F:22])=[CH:20][N:15]3[N:14]=2)=[CH:9][CH:8]=1.CN(C)[CH:28]=[O:29]. No catalyst specified. The product is [F:6][C:7]1[CH:8]=[CH:9][C:10]([C:13]2[C:25]([CH:28]=[O:29])=[C:16]3[CH:17]=[CH:18][C:19]([C:21]([F:23])([F:22])[F:24])=[CH:20][N:15]3[N:14]=2)=[CH:11][CH:12]=1. The yield is 0.940. (4) The reactants are [NH2:1][C@@:2]([CH3:13])([CH2:6][CH:7]1[CH2:12][CH2:11][CH2:10][CH2:9][CH2:8]1)[C:3]([OH:5])=[O:4].[CH3:14][C:15]([O:18][C:19](O[C:19]([O:18][C:15]([CH3:17])([CH3:16])[CH3:14])=[O:20])=[O:20])([CH3:17])[CH3:16]. The catalyst is [OH-].[Na+].C1COCC1. The product is [C:15]([O:18][C:19]([NH:1][C@@:2]([CH3:13])([CH2:6][CH:7]1[CH2:12][CH2:11][CH2:10][CH2:9][CH2:8]1)[C:3]([OH:5])=[O:4])=[O:20])([CH3:17])([CH3:16])[CH3:14]. The yield is 1.00. (5) The reactants are [Br:1][C:2]1[CH:3]=[C:4]([Si:9]([C:22]2[CH:27]=[CH:26][CH:25]=[CH:24][CH:23]=2)([C:16]2[CH:21]=[CH:20][CH:19]=[CH:18][CH:17]=2)[C:10]2[CH:15]=[CH:14][CH:13]=[CH:12][CH:11]=2)[CH:5]=[C:6](Br)[CH:7]=1.CC1(C)C(C)(C)OB([C:36]2[CH:37]=[C:38]([N:42]3[C:54]4[CH:53]=[CH:52][CH:51]=[CH:50][C:49]=4[C:48]4[C:43]3=[CH:44][CH:45]=[CH:46][CH:47]=4)[CH:39]=[CH:40][CH:41]=2)O1.C([O-])([O-])=O.[K+].[K+]. The catalyst is C1(C)C=CC=CC=1.O.C1C=CC([P]([Pd]([P](C2C=CC=CC=2)(C2C=CC=CC=2)C2C=CC=CC=2)([P](C2C=CC=CC=2)(C2C=CC=CC=2)C2C=CC=CC=2)[P](C2C=CC=CC=2)(C2C=CC=CC=2)C2C=CC=CC=2)(C2C=CC=CC=2)C2C=CC=CC=2)=CC=1. The product is [Br:1][C:2]1[CH:7]=[C:6]([C:40]2[CH:41]=[CH:36][CH:37]=[C:38]([N:42]3[C:43]4[CH:44]=[CH:45][CH:46]=[CH:47][C:48]=4[C:49]4[C:54]3=[CH:53][CH:52]=[CH:51][CH:50]=4)[CH:39]=2)[CH:5]=[C:4]([Si:9]([C:10]2[CH:15]=[CH:14][CH:13]=[CH:12][CH:11]=2)([C:16]2[CH:21]=[CH:20][CH:19]=[CH:18][CH:17]=2)[C:22]2[CH:27]=[CH:26][CH:25]=[CH:24][CH:23]=2)[CH:3]=1. The yield is 0.790. (6) The reactants are S(Cl)(Cl)=O.[C:5]([C@H:8]1[C:17]2[C:12](=[CH:13][C:14]([N+:18]([O-:20])=[O:19])=[CH:15][CH:16]=2)[C:11](=[O:21])[N:10]([CH2:22][CH2:23][CH2:24][Br:25])[C@H:9]1[C:26]1[CH:31]=[CH:30][CH:29]=[CH:28][CH:27]=1)(O)=[O:6].[Cl-].[Al+3].[Cl-].[Cl-]. The catalyst is C1C=CC=CC=1. The product is [Br:25][CH2:24][CH2:23][CH2:22][N:10]1[C:9]2[C:26]3[CH:27]=[CH:28][CH:29]=[CH:30][C:31]=3[C:5](=[O:6])[C:8]=2[C:17]2[C:12](=[CH:13][C:14]([N+:18]([O-:20])=[O:19])=[CH:15][CH:16]=2)[C:11]1=[O:21]. The yield is 0.450.